Task: Predict the reaction yield, written as a fraction of the theoretical maximum amount of product (1.0 means a 100% yield; for example, 0.34 means a 34% yield).. Dataset: Reaction yield outcomes from USPTO patents with 853,638 reactions (1) The reactants are [CH2:1]([O:3][C:4]1[CH:9]=[CH:8][CH:7]=[CH:6][C:5]=1B(O)O)[CH3:2].[F-].[K+].[N+:15]([C:18]1[CH:23]=[C:22]([N+:24]([O-:26])=[O:25])[CH:21]=[CH:20][C:19]=1Br)([O-:17])=[O:16].C(P(C(C)(C)C)C(C)(C)C)(C)(C)C. The catalyst is C1COCC1.C1C=CC(/C=C/C(/C=C/C2C=CC=CC=2)=O)=CC=1.C1C=CC(/C=C/C(/C=C/C2C=CC=CC=2)=O)=CC=1.C1C=CC(/C=C/C(/C=C/C2C=CC=CC=2)=O)=CC=1.[Pd].[Pd]. The product is [CH2:1]([O:3][C:4]1[CH:9]=[CH:8][CH:7]=[CH:6][C:5]=1[C:19]1[CH:20]=[CH:21][C:22]([N+:24]([O-:26])=[O:25])=[CH:23][C:18]=1[N+:15]([O-:17])=[O:16])[CH3:2]. The yield is 0.820. (2) The reactants are [CH2:1]([O:3][C:4](=[O:15])[C:5]1[CH:10]=[CH:9][C:8](F)=[C:7]([N+:12]([O-:14])=[O:13])[CH:6]=1)[CH3:2].CN(C=O)C.C(=O)([O-])[O-].[K+].[K+].[NH2:27][CH:28]([CH2:31][CH3:32])[CH2:29][CH3:30]. The catalyst is O. The product is [CH2:1]([O:3][C:4](=[O:15])[C:5]1[CH:10]=[CH:9][C:8]([NH:27][CH:28]([CH2:31][CH3:32])[CH2:29][CH3:30])=[C:7]([N+:12]([O-:14])=[O:13])[CH:6]=1)[CH3:2]. The yield is 1.00.